From a dataset of Reaction yield outcomes from USPTO patents with 853,638 reactions. Predict the reaction yield, written as a fraction of the theoretical maximum amount of product (1.0 means a 100% yield; for example, 0.34 means a 34% yield). The reactants are [Cl:1][C:2]1[CH:7]=[CH:6][CH:5]=[C:4]([Cl:8])[C:3]=1[C:9]1[CH:14]=[C:13]([F:15])[CH:12]=[CH:11][C:10]=1[O:16][CH3:17].[N+:18]([O-])([OH:20])=[O:19]. The catalyst is C(OC(=O)C)(=O)C. The product is [Cl:1][C:2]1[CH:7]=[CH:6][CH:5]=[C:4]([Cl:8])[C:3]=1[C:9]1[CH:14]=[C:13]([F:15])[CH:12]=[C:11]([N+:18]([O-:20])=[O:19])[C:10]=1[O:16][CH3:17]. The yield is 0.730.